Dataset: Reaction yield outcomes from USPTO patents with 853,638 reactions. Task: Predict the reaction yield, written as a fraction of the theoretical maximum amount of product (1.0 means a 100% yield; for example, 0.34 means a 34% yield). (1) The reactants are I[C:2]1[CH:7]=[CH:6][CH:5]=[CH:4][C:3]=1[O:8][CH2:9][CH:10]=[C:11]([CH3:13])[CH3:12].C(N(C(C)C)CC)(C)C. The catalyst is C(#N)CC.C([O-])(=O)C.[Pd+2].C([O-])(=O)C. The product is [CH:11]([C:10]1[C:2]2[CH:7]=[CH:6][CH:5]=[CH:4][C:3]=2[O:8][CH:9]=1)([CH3:13])[CH3:12]. The yield is 0.520. (2) The product is [CH3:27][O:26][C:23]1[CH:24]=[CH:25][C:20]([CH2:19][N:18]([CH2:28][C:29]2[CH:34]=[CH:33][C:32]([O:35][CH3:36])=[CH:31][CH:30]=2)[C:15]2[CH:16]=[N:17][C:12]([C:38]3[C:39]4[CH2:52][CH2:51][N:50]([C:53]5[CH:54]=[CH:55][N:56]=[CH:57][CH:58]=5)[C:40]=4[N:41]=[C:42]([N:44]4[CH2:45][CH2:46][O:47][CH2:48][CH2:49]4)[N:43]=3)=[CH:13][CH:14]=2)=[CH:21][CH:22]=1. The yield is 0.0700. The reactants are C([Li])CCC.C([Mg]Cl)(C)C.Br[C:12]1[N:17]=[CH:16][C:15]([N:18]([CH2:28][C:29]2[CH:34]=[CH:33][C:32]([O:35][CH3:36])=[CH:31][CH:30]=2)[CH2:19][C:20]2[CH:25]=[CH:24][C:23]([O:26][CH3:27])=[CH:22][CH:21]=2)=[CH:14][CH:13]=1.Cl[C:38]1[C:39]2[CH2:52][CH2:51][N:50]([C:53]3[CH:58]=[CH:57][N:56]=[CH:55][CH:54]=3)[C:40]=2[N:41]=[C:42]([N:44]2[CH2:49][CH2:48][O:47][CH2:46][CH2:45]2)[N:43]=1. The catalyst is O1CCCC1.[Cl-].[Zn+2].[Cl-].O. (3) The reactants are [OH:1][C:2]1[CH:10]=[C:9]([OH:11])[C:8]([Br:12])=[CH:7][C:3]=1[C:4]([OH:6])=[O:5].C(=O)([O-])[O-].[K+].[K+].[CH2:19](Br)[C:20]1[CH:25]=[CH:24][CH:23]=[CH:22][CH:21]=1.[OH-].[K+].Cl. The catalyst is CN(C=O)C.O.CO. The product is [CH2:19]([O:1][C:2]1[CH:10]=[C:9]([O:11][CH2:4][C:3]2[CH:7]=[CH:8][CH:9]=[CH:10][CH:2]=2)[C:8]([Br:12])=[CH:7][C:3]=1[C:4]([OH:6])=[O:5])[C:20]1[CH:25]=[CH:24][CH:23]=[CH:22][CH:21]=1. The yield is 0.560. (4) The product is [CH3:1][N:2]1[CH:6]=[C:5]([N+:7]([O-:9])=[O:8])[CH:4]=[C:3]1[CH2:10][OH:11]. The catalyst is C(O)C. The reactants are [CH3:1][N:2]1[CH:6]=[C:5]([N+:7]([O-:9])=[O:8])[CH:4]=[C:3]1[CH:10]=[O:11].[BH4-].[Na+].O. The yield is 0.980. (5) The reactants are CN(C)CCCN=C=NCC.ON1C2C=CC=CC=2N=N1.[C:22]([N:29]1[CH2:36][CH2:35][CH2:34][C@H:30]1[C:31]([OH:33])=O)([O:24][C:25]([CH3:28])([CH3:27])[CH3:26])=[O:23].[CH2:37]([C:41]1[N:42]=[C:43]2[CH:58]=[CH:57][CH:56]=[CH:55][N:44]2[C:45](=[O:54])[C:46]=1[C:47]1[CH:52]=[CH:51][C:50]([NH2:53])=[CH:49][CH:48]=1)[CH2:38][CH2:39][CH3:40]. The catalyst is ClCCl.C(NC(C)C)(C)C. The product is [CH2:37]([C:41]1[N:42]=[C:43]2[CH:58]=[CH:57][CH:56]=[CH:55][N:44]2[C:45](=[O:54])[C:46]=1[C:47]1[CH:52]=[CH:51][C:50]([NH:53][C:31]([C@@H:30]2[CH2:34][CH2:35][CH2:36][N:29]2[C:22]([O:24][C:25]([CH3:26])([CH3:27])[CH3:28])=[O:23])=[O:33])=[CH:49][CH:48]=1)[CH2:38][CH2:39][CH3:40]. The yield is 1.00.